Dataset: NCI-60 drug combinations with 297,098 pairs across 59 cell lines. Task: Regression. Given two drug SMILES strings and cell line genomic features, predict the synergy score measuring deviation from expected non-interaction effect. Drug 1: CC1=CC=C(C=C1)C2=CC(=NN2C3=CC=C(C=C3)S(=O)(=O)N)C(F)(F)F. Drug 2: CN(CCCl)CCCl.Cl. Cell line: NCI-H522. Synergy scores: CSS=29.6, Synergy_ZIP=-1.23, Synergy_Bliss=-0.854, Synergy_Loewe=-8.64, Synergy_HSA=1.82.